Dataset: Reaction yield outcomes from USPTO patents with 853,638 reactions. Task: Predict the reaction yield, written as a fraction of the theoretical maximum amount of product (1.0 means a 100% yield; for example, 0.34 means a 34% yield). (1) The reactants are Br[C:2]1[CH:7]=[CH:6][C:5]([O:8][CH2:9][O:10][CH3:11])=[C:4]([O:12][CH3:13])[CH:3]=1.[Li]CCCC.[B:19](OC)([O:22]C)[O:20]C.C(OCC)(=O)C. The catalyst is C1COCC1.CCCCCC. The product is [CH3:13][O:12][C:4]1[CH:3]=[C:2]([B:19]([OH:22])[OH:20])[CH:7]=[CH:6][C:5]=1[O:8][CH2:9][O:10][CH3:11]. The yield is 0.770. (2) The reactants are [CH3:1][C:2]1[C:16](=[O:17])[N:15]=[C:14]2[N:4]([C@@H:5]3[O:9][C@H:8]([CH2:10][OH:11])[C@@H:7]([OH:12])[C@@H:6]3[O:13]2)[CH:3]=1.[CH3:18][O:19][CH2:20][CH2:21][O:22]B([O:22][CH2:21][CH2:20][O:19][CH3:18])[O:22][CH2:21][CH2:20][O:19][CH3:18]. The catalyst is COCCO. The product is [CH3:18][O:19][CH2:20][CH2:21][O:22][C@@H:6]1[C@H:7]([OH:12])[C@@H:8]([CH2:10][OH:11])[O:9][C@H:5]1[N:4]1[CH:3]=[C:2]([CH3:1])[C:16](=[O:17])[NH:15][C:14]1=[O:13]. The yield is 0.630. (3) The reactants are [NH2:1][C:2]1[S:3][C:4]2[C:9]([N:10]([CH3:17])[C@H:11]([CH2:14][CH2:15][CH3:16])[CH2:12][OH:13])=[N:8][C:7]([S:18]CC3C=CC=CC=3)=[N:6][C:5]=2[N:26]=1.[Na]. The catalyst is N. The product is [NH2:1][C:2]1[S:3][C:4]2[C:9]([N:10]([CH3:17])[C@H:11]([CH2:14][CH2:15][CH3:16])[CH2:12][OH:13])=[N:8][C:7]([SH:18])=[N:6][C:5]=2[N:26]=1. The yield is 0.810. (4) The reactants are Br.Br[CH2:3][C:4]1[N:5]=[C:6]2[C:11](=[N:12][CH:13]=1)[N:10]=[C:9]([NH2:14])[N:8]=[C:7]2[NH2:15].[NH2:16][CH2:17][C:18]1[CH:23]=[CH:22][CH:21]=[CH:20][N:19]=1.C(=O)(O)[O-]. The catalyst is CN(C)C(=O)C. The product is [N:19]1[CH:20]=[CH:21][CH:22]=[CH:23][C:18]=1[CH2:17][NH:16][CH2:3][C:4]1[N:5]=[C:6]2[C:11](=[N:12][CH:13]=1)[N:10]=[C:9]([NH2:14])[N:8]=[C:7]2[NH2:15]. The yield is 0.570. (5) The reactants are Br[C:2]1[C:10]2[S:9][C:8]([NH:11][C:12]([NH:14][CH2:15][CH3:16])=[O:13])=[N:7][C:6]=2[CH:5]=[C:4]([C:17]2[CH:18]=[N:19][CH:20]=[CH:21][CH:22]=2)[CH:3]=1.C([O-])([O-])=O.[K+].[K+].ClCCl.[Br-].[CH3:33][C:34]1[CH:35]=[CH:36][C:37]([Zn+])=[N:38][CH:39]=1. The catalyst is CN(C=O)C.C1C=CC(P(C2C=CC=CC=2)[C-]2C=CC=C2)=CC=1.C1C=CC(P(C2C=CC=CC=2)[C-]2C=CC=C2)=CC=1.Cl[Pd]Cl.[Fe+2]. The product is [CH2:15]([NH:14][C:12]([NH:11][C:8]1[S:9][C:10]2[C:2]([C:37]3[CH:36]=[CH:35][C:34]([CH3:33])=[CH:39][N:38]=3)=[CH:3][C:4]([C:17]3[CH:18]=[N:19][CH:20]=[CH:21][CH:22]=3)=[CH:5][C:6]=2[N:7]=1)=[O:13])[CH3:16]. The yield is 0.0400. (6) The reactants are [CH2:1]([N:4]1[C:16]2[CH:15]=[CH:14][C:13]([C:17](=[O:19])[CH3:18])=[CH:12][C:11]=2[C:10]2[C:5]1=[CH:6][CH:7]=[CH:8][CH:9]=2)[CH2:2][CH3:3].CO[CH:22](OC)[N:23](C)C. No catalyst specified. The product is [O:19]1[C:17]([C:13]2[CH:14]=[CH:15][C:16]3[N:4]([CH2:1][CH2:2][CH3:3])[C:5]4[C:10]([C:11]=3[CH:12]=2)=[CH:9][CH:8]=[CH:7][CH:6]=4)=[CH:18][CH:22]=[N:23]1. The yield is 0.540. (7) The reactants are [N+:1]([C:4]1[CH:9]=[CH:8][C:7]([OH:10])=[CH:6][CH:5]=1)([O-:3])=[O:2].C([O-])([O-])=O.[K+].[K+].Br[CH2:18][C:19]1[CH:23]=[C:22]([CH3:24])[O:21][N:20]=1. The catalyst is [I-].C([N+](CCCC)(CCCC)CCCC)CCC.CC(C)=O. The product is [CH3:24][C:22]1[O:21][N:20]=[C:19]([CH2:18][O:10][C:7]2[CH:8]=[CH:9][C:4]([N+:1]([O-:3])=[O:2])=[CH:5][CH:6]=2)[CH:23]=1. The yield is 0.970. (8) The reactants are [CH:1]([C:3]1[CH:4]=[CH:5][C:6]([O:13][S:14]([CH3:17])(=[O:16])=[O:15])=[C:7]([CH:12]=1)[C:8]([O:10][CH3:11])=[O:9])=[O:2].[CH3:18][C:19](=[N:23]O)[C:20](=O)[CH3:21].[ClH:25].C(OCC)(=O)C. The catalyst is C(OCC)C. The product is [Cl:25][CH2:18][C:19]1[N:23]=[C:1]([C:3]2[CH:4]=[CH:5][C:6]([O:13][S:14]([CH3:17])(=[O:15])=[O:16])=[C:7]([CH:12]=2)[C:8]([O:10][CH3:11])=[O:9])[O:2][C:20]=1[CH3:21]. The yield is 0.510. (9) The reactants are [NH2:1][C@H:2]([C:4]1([OH:27])[CH2:7][N:6]([C:8]([C:10]2[CH:15]=[CH:14][C:13]([F:16])=[C:12]([F:17])[C:11]=2[NH:18][C:19]2[CH:24]=[CH:23][C:22]([I:25])=[CH:21][C:20]=2[F:26])=[O:9])[CH2:5]1)[CH3:3].[CH2:28]=O.[BH4-].[Na+]. The catalyst is CO.C=O. The product is [F:17][C:12]1[C:11]([NH:18][C:19]2[CH:24]=[CH:23][C:22]([I:25])=[CH:21][C:20]=2[F:26])=[C:10]([C:8]([N:6]2[CH2:7][C:4]([C@@H:2]([NH:1][CH3:28])[CH3:3])([OH:27])[CH2:5]2)=[O:9])[CH:15]=[CH:14][C:13]=1[F:16]. The yield is 0.220. (10) The catalyst is C1COCC1.O.CCOC(C)=O.CCOCC. The product is [C:9]([C:4]1[CH:5]=[CH:6][N:7]=[C:2]([Cl:1])[N:3]=1)([CH3:12])([CH3:11])[CH3:10]. The reactants are [Cl:1][C:2]1[N:7]=[CH:6][CH:5]=[CH:4][N:3]=1.[Li][C:9]([CH3:12])([CH3:11])[CH3:10].C(O)(=O)C.C(C1C(=O)C(Cl)=C(Cl)C(=O)C=1C#N)#N.[OH-].[Na+]. The yield is 0.670.